From a dataset of Catalyst prediction with 721,799 reactions and 888 catalyst types from USPTO. Predict which catalyst facilitates the given reaction. Reactant: C(Cl)(=O)C(Cl)=O.CS(C)=O.[Br:11][C:12]1[CH:17]=[CH:16][CH:15]=[CH:14][C:13]=1[CH:18]([C:20]1[CH:25]=[CH:24][C:23]([Cl:26])=[CH:22][CH:21]=1)[OH:19].CCN(CC)CC. Product: [Br:11][C:12]1[CH:17]=[CH:16][CH:15]=[CH:14][C:13]=1[C:18]([C:20]1[CH:21]=[CH:22][C:23]([Cl:26])=[CH:24][CH:25]=1)=[O:19]. The catalyst class is: 2.